Predict the reaction yield, written as a fraction of the theoretical maximum amount of product (1.0 means a 100% yield; for example, 0.34 means a 34% yield). From a dataset of Reaction yield outcomes from USPTO patents with 853,638 reactions. (1) The yield is 0.790. No catalyst specified. The reactants are P(Cl)(Cl)(Cl)(Cl)[Cl:2].[CH3:7][C:8]1[CH:21]=[CH:20][C:11]([C:12]([C:14]2[CH:19]=[CH:18][CH:17]=[CH:16][CH:15]=2)=[O:13])=[CH:10][CH:9]=1. The product is [Cl-:2].[Cl-:2].[CH3:7][C:8]1[CH:21]=[CH:20][C:11]([C:12]([C:14]2[CH:19]=[CH:18][CH:17]=[CH:16][CH:15]=2)=[O:13])=[CH:10][CH:9]=1. (2) The reactants are C([S:6][C:7]1[CH:12]=[CH:11][C:10]([NH:13][S:14]([CH3:17])(=[O:16])=[O:15])=[C:9]([O:18][CH2:19][CH:20]2[CH2:22][CH2:21]2)[CH:8]=1)(=S)OCC.[OH-].[K+].[BH4-].[Na+].OS(O)(=O)=O. The catalyst is CO.O.CCOC(C)=O. The product is [CH:20]1([CH2:19][O:18][C:9]2[CH:8]=[C:7]([SH:6])[CH:12]=[CH:11][C:10]=2[NH:13][S:14]([CH3:17])(=[O:16])=[O:15])[CH2:21][CH2:22]1. The yield is 0.325. (3) The catalyst is C1COCC1. The reactants are N(C(OC(C)(C)C)=O)=NC(OC(C)(C)C)=O.C1(P(C2C=CC=CC=2)C2C=CC=CC=2)C=CC=CC=1.[C:36]1([OH:42])[CH:41]=[CH:40][CH:39]=[CH:38][CH:37]=1.[C:43]1([CH2:49][N:50]2[CH2:55][CH2:54][N:53]3[N:56]=[C:57]([CH2:59]O)[CH:58]=[C:52]3[CH2:51]2)[CH:48]=[CH:47][CH:46]=[CH:45][CH:44]=1. The yield is 0.740. The product is [O:42]([CH2:59][C:57]1[CH:58]=[C:52]2[CH2:51][N:50]([CH2:49][C:43]3[CH:44]=[CH:45][CH:46]=[CH:47][CH:48]=3)[CH2:55][CH2:54][N:53]2[N:56]=1)[C:36]1[CH:41]=[CH:40][CH:39]=[CH:38][CH:37]=1.